Predict the product of the given reaction. From a dataset of Forward reaction prediction with 1.9M reactions from USPTO patents (1976-2016). (1) Given the reactants O1CCCCC1[C:7]1([S:37][C@H:36]([CH2:38][O:39][CH2:40][C:41]2[CH:46]=[CH:45][CH:44]=[CH:43][CH:42]=2)[C@@H:27]([O:28][CH2:29][C:30]2[CH:35]=[CH:34][CH:33]=[CH:32][CH:31]=2)[C@H:18]([O:19][CH2:20][C:21]2[CH:26]=[CH:25][CH:24]=[CH:23][CH:22]=2)[C@H:9]1[O:10][CH2:11][C:12]1[CH:17]=[CH:16][CH:15]=[CH:14][CH:13]=1)[OH:8].C1(C)C=CC(S([O-])(=O)=O)=CC=1.[NH+]1C=CC=CC=1, predict the reaction product. The product is: [CH2:11]([O:10][C@@H:9]1[C@@H:18]([O:19][CH2:20][C:21]2[CH:26]=[CH:25][CH:24]=[CH:23][CH:22]=2)[C@H:27]([O:28][CH2:29][C:30]2[CH:31]=[CH:32][CH:33]=[CH:34][CH:35]=2)[C@@H:36]([CH2:38][O:39][CH2:40][C:41]2[CH:42]=[CH:43][CH:44]=[CH:45][CH:46]=2)[S:37][CH:7]1[OH:8])[C:12]1[CH:13]=[CH:14][CH:15]=[CH:16][CH:17]=1. (2) Given the reactants [Br:1][C:2]1[C:3]([F:13])=[CH:4][C:5]([F:12])=[C:6]([S:8](Cl)(=[O:10])=[O:9])[CH:7]=1.[CH2:14]([CH2:16][NH2:17])[OH:15], predict the reaction product. The product is: [Br:1][C:2]1[C:3]([F:13])=[CH:4][C:5]([F:12])=[C:6]([S:8]([NH:17][CH2:16][CH2:14][OH:15])(=[O:10])=[O:9])[CH:7]=1. (3) Given the reactants [CH3:1][O:2][C:3](=[O:15])[C:4]1[CH:9]=[CH:8][C:7]([NH:10][C:11](=O)[CH3:12])=[C:6](I)[CH:5]=1.[Cl:16][C:17]1[CH:22]=[CH:21][CH:20]=[C:19]([Cl:23])[C:18]=1C#C, predict the reaction product. The product is: [CH3:1][O:2][C:3]([C:4]1[CH:9]=[C:8]2[C:7](=[CH:6][CH:5]=1)[NH:10][C:11]([C:18]1[C:17]([Cl:16])=[CH:22][CH:21]=[CH:20][C:19]=1[Cl:23])=[CH:12]2)=[O:15]. (4) Given the reactants [CH2:1]([O:3][C:4](=[O:17])[C:5]([O:8][C:9]1[CH:14]=[CH:13][C:12]([OH:15])=[CH:11][C:10]=1[CH3:16])([CH3:7])[CH3:6])[CH3:2].C([O-])([O-])=O.[Cs+].[Cs+].S(C1C=CC(C)=CC=1)(O[CH2:28][CH2:29][C:30]#[CH:31])(=O)=O, predict the reaction product. The product is: [CH2:1]([O:3][C:4](=[O:17])[C:5]([O:8][C:9]1[CH:14]=[CH:13][C:12]([O:15][CH2:31][CH2:30][C:29]#[CH:28])=[CH:11][C:10]=1[CH3:16])([CH3:6])[CH3:7])[CH3:2].